This data is from Reaction yield outcomes from USPTO patents with 853,638 reactions. The task is: Predict the reaction yield, written as a fraction of the theoretical maximum amount of product (1.0 means a 100% yield; for example, 0.34 means a 34% yield). (1) The reactants are [CH:1]1([C:4]([NH:6][C:7]2[N:8]=[CH:9][C:10]3[C:15]([CH:16]=2)=[CH:14][CH:13]=[C:12]([C:17]2[CH:18]=[C:19]([NH:24][C:25]([C:27]4[CH:32]=[CH:31][C:30]([CH:33]5[CH2:37][CH2:36][N:35]([C:38](OC(C)(C)C)=O)[CH2:34]5)=[CH:29][CH:28]=4)=[O:26])[CH:20]=[CH:21][C:22]=2[CH3:23])[CH:11]=3)=[O:5])[CH2:3][CH2:2]1.C(Cl)Cl.Cl.C(=O)([O-])[O-].[K+].[K+].CN(C)C=O.CI. The catalyst is O1CCOCC1.C(OCC)(=O)C. The product is [CH:1]1([C:4]([NH:6][C:7]2[N:8]=[CH:9][C:10]3[C:15]([CH:16]=2)=[CH:14][CH:13]=[C:12]([C:17]2[CH:18]=[C:19]([NH:24][C:25](=[O:26])[C:27]4[CH:28]=[CH:29][C:30]([CH:33]5[CH2:37][CH2:36][N:35]([CH3:38])[CH2:34]5)=[CH:31][CH:32]=4)[CH:20]=[CH:21][C:22]=2[CH3:23])[CH:11]=3)=[O:5])[CH2:3][CH2:2]1. The yield is 0.0900. (2) The reactants are [OH:1][C:2]1[CH:3]=[C:4]2[C:25](=[CH:26][C:27]=1[CH3:28])[O:24][C:7]1([CH2:16][C:15]([CH3:18])([CH3:17])[C:14]3[C:9](=[CH:10][C:11]([CH3:23])=[C:12]([O:19][CH2:20][CH2:21][OH:22])[CH:13]=3)[O:8]1)[CH2:6][C:5]2([CH3:30])[CH3:29].C(N(CC)C(C)C)(C)C.[CH3:40][S:41](Cl)(=[O:43])=[O:42]. The catalyst is ClCCl. The product is [CH3:40][S:41]([O:1][C:2]1[CH:3]=[C:4]2[C:25](=[CH:26][C:27]=1[CH3:28])[O:24][C:7]1([CH2:16][C:15]([CH3:18])([CH3:17])[C:14]3[C:9](=[CH:10][C:11]([CH3:23])=[C:12]([O:19][CH2:20][CH2:21][O:22][S:41]([CH3:40])(=[O:43])=[O:42])[CH:13]=3)[O:8]1)[CH2:6][C:5]2([CH3:30])[CH3:29])(=[O:43])=[O:42]. The yield is 1.00. (3) The reactants are [CH3:1][C:2]1[N:7]=[C:6]([N:8]2[CH:12]=[C:11]([C:13]([OH:15])=O)[N:10]=[CH:9]2)[CH:5]=[CH:4][CH:3]=1.[NH2:16][C@@H:17]([CH3:34])[CH2:18][N:19]1[CH:23]=[CH:22][C:21]([C:24]2[CH:31]=[C:30]([F:32])[C:27]([C:28]#[N:29])=[C:26]([Cl:33])[CH:25]=2)=[N:20]1. No catalyst specified. The product is [Cl:33][C:26]1[CH:25]=[C:24]([C:21]2[CH:22]=[CH:23][N:19]([CH2:18][C@@H:17]([NH:16][C:13]([C:11]3[N:10]=[CH:9][N:8]([C:6]4[CH:5]=[CH:4][CH:3]=[C:2]([CH3:1])[N:7]=4)[CH:12]=3)=[O:15])[CH3:34])[N:20]=2)[CH:31]=[C:30]([F:32])[C:27]=1[C:28]#[N:29]. The yield is 0.553.